The task is: Predict which catalyst facilitates the given reaction.. This data is from Catalyst prediction with 721,799 reactions and 888 catalyst types from USPTO. (1) Reactant: [NH2:1][C:2]1[CH:3]=[N:4][NH:5][CH:6]=1.[H-].[Na+].[Cl:9][C:10]1[CH:31]=[CH:30][C:13]([CH2:14][C:15]2[C:16](=[O:29])[NH:17][C:18](S(C)(=O)=O)=[N:19][C:20]=2[C:21]([F:24])([F:23])[F:22])=[CH:12][C:11]=1[C:32]([F:35])([F:34])[F:33]. Product: [NH2:1][C:2]1[CH:3]=[N:4][N:5]([C:18]2[NH:17][C:16](=[O:29])[C:15]([CH2:14][C:13]3[CH:30]=[CH:31][C:10]([Cl:9])=[C:11]([C:32]([F:34])([F:35])[F:33])[CH:12]=3)=[C:20]([C:21]([F:23])([F:24])[F:22])[N:19]=2)[CH:6]=1. The catalyst class is: 3. (2) Reactant: [Br:1][C:2]1[CH:7]=[CH:6][CH:5]=[C:4]([N:8]([CH3:10])[NH2:9])[N:3]=1.O=[C:12]1[CH2:18][CH:17]2[N:19]([C:20]([O:22][CH:23]([Cl:25])[CH3:24])=[O:21])[CH:14]([CH2:15][CH2:16]2)[CH2:13]1.C1(C)C=CC(S(O)(=O)=O)=CC=1.O. Product: [Br:1][C:2]1[N:3]=[C:4]([N:8]([CH3:10])[N:9]=[C:12]2[CH2:13][CH:14]3[N:19]([C:20]([O:22][CH:23]([Cl:25])[CH3:24])=[O:21])[CH:17]([CH2:16][CH2:15]3)[CH2:18]2)[CH:5]=[CH:6][CH:7]=1. The catalyst class is: 11.